From a dataset of Reaction yield outcomes from USPTO patents with 853,638 reactions. Predict the reaction yield, written as a fraction of the theoretical maximum amount of product (1.0 means a 100% yield; for example, 0.34 means a 34% yield). (1) The reactants are [N-:1]=[N+:2]=[N-:3].[Na+].[CH3:5][C:6]1[CH:11]=[CH:10][C:9]([S:12](Cl)(=[O:14])=[O:13])=[CH:8][CH:7]=1. The catalyst is CC(C)=O.O. The product is [CH3:5][C:6]1[CH:11]=[CH:10][C:9]([S:12]([N:1]=[N+:2]=[N-:3])(=[O:14])=[O:13])=[CH:8][CH:7]=1. The yield is 0.882. (2) The reactants are [Cl:1][C:2]1[CH:3]=[C:4]([CH:7]=[C:8]([OH:11])[C:9]=1[OH:10])[CH:5]=[O:6].[C:12]([O-])([O-])=O.[Cs+].[Cs+].O. The catalyst is CN(C=O)C. The product is [Cl:1][C:2]1[C:9]2[O:10][CH2:12][O:11][C:8]=2[CH:7]=[C:4]([CH:5]=[O:6])[CH:3]=1. The yield is 0.700. (3) The reactants are [CH3:1][O:2][C:3]1[CH:8]=[C:7](Br)[C:6]([F:10])=[CH:5][C:4]=1[N+:11]([O-:13])=[O:12].[CH3:14][CH:15]([N:17]1[CH2:22][CH2:21][NH:20][CH2:19][CH2:18]1)[CH3:16].CC1(C)C2C(=C(P(C3C=CC=CC=3)C3C=CC=CC=3)C=CC=2)OC2C(P(C3C=CC=CC=3)C3C=CC=CC=3)=CC=CC1=2.C([O-])([O-])=O.[Cs+].[Cs+]. The catalyst is O1CCOCC1.C1C=CC(/C=C/C(/C=C/C2C=CC=CC=2)=O)=CC=1.C1C=CC(/C=C/C(/C=C/C2C=CC=CC=2)=O)=CC=1.C1C=CC(/C=C/C(/C=C/C2C=CC=CC=2)=O)=CC=1.[Pd].[Pd].O.C(OCC)(=O)C. The product is [F:10][C:6]1[CH:5]=[C:4]([N+:11]([O-:13])=[O:12])[C:3]([O:2][CH3:1])=[CH:8][C:7]=1[N:20]1[CH2:21][CH2:22][N:17]([CH:15]([CH3:16])[CH3:14])[CH2:18][CH2:19]1. The yield is 0.700.